From a dataset of Reaction yield outcomes from USPTO patents with 853,638 reactions. Predict the reaction yield, written as a fraction of the theoretical maximum amount of product (1.0 means a 100% yield; for example, 0.34 means a 34% yield). (1) The reactants are Br[C:2]1[CH:21]=[N:20][C:5]2[NH:6][C:7]3[CH:12]=[N:11][C:10]([C:13]#[N:14])=[C:9]([O:15][CH2:16][CH2:17][O:18][CH3:19])[C:8]=3[C:4]=2[CH:3]=1.[N:22]1([CH2:28][C:29]2[CH:34]=[CH:33][C:32](B(O)O)=[CH:31][CH:30]=2)[CH2:27][CH2:26][CH2:25][CH2:24][CH2:23]1. The catalyst is C(=O)([O-])[O-].[Na+].[Na+].C(#N)C.O.Cl[Pd]Cl.C1(P(C2C=CC=CC=2)[C-]2C=CC=C2)C=CC=CC=1.[C-]1(P(C2C=CC=CC=2)C2C=CC=CC=2)C=CC=C1.[Fe+2]. The product is [CH3:19][O:18][CH2:17][CH2:16][O:15][C:9]1[C:8]2[C:4]3[CH:3]=[C:2]([C:32]4[CH:31]=[CH:30][C:29]([CH2:28][N:22]5[CH2:27][CH2:26][CH2:25][CH2:24][CH2:23]5)=[CH:34][CH:33]=4)[CH:21]=[N:20][C:5]=3[NH:6][C:7]=2[CH:12]=[N:11][C:10]=1[C:13]#[N:14]. The yield is 0.320. (2) The reactants are [F:1][C:2]([F:10])([F:9])[C:3]1[N:4]=[C:5]([NH2:8])[S:6][CH:7]=1.[C:11]12([C:21](O)=[O:22])[CH2:20][CH:15]3[CH2:16][CH:17]([CH2:19][CH:13]([CH2:14]3)[CH2:12]1)[CH2:18]2. No catalyst specified. The product is [F:1][C:2]([F:10])([F:9])[C:3]1[NH:4]/[C:5](=[N:8]/[C:21]([C:11]23[CH2:20][CH:15]4[CH2:14][CH:13]([CH2:19][CH:17]([CH2:16]4)[CH2:18]2)[CH2:12]3)=[O:22])/[S:6][CH:7]=1. The yield is 0.510. (3) The reactants are COCCO[AlH2-]OCCOC.[Na+].[C:13]1([C:19]#[C:20][CH2:21][OH:22])[CH:18]=[CH:17][CH:16]=[CH:15][CH:14]=1.[I:23]Cl.C(O)(=O)C(C(C(O)=O)O)O.[Na].[K]. The catalyst is C1(C)C=CC=CC=1.C(OCC)C. The product is [I:23][C:19]([C:13]1[CH:18]=[CH:17][CH:16]=[CH:15][CH:14]=1)=[CH:20][CH2:21][OH:22]. The yield is 0.950. (4) No catalyst specified. The reactants are [NH2:1][C:2]1[N:7]=[C:6](O)[C:5]([C:9]#[N:10])=[C:4]([C:11]2[CH:16]=[CH:15][CH:14]=[C:13]([O:17][CH3:18])[CH:12]=2)[N:3]=1.C([O-])(O)=O.[Na+].O=P(Cl)(Cl)[Cl:26]. The yield is 1.00. The product is [NH2:1][C:2]1[N:7]=[C:6]([Cl:26])[C:5]([C:9]#[N:10])=[C:4]([C:11]2[CH:16]=[CH:15][CH:14]=[C:13]([O:17][CH3:18])[CH:12]=2)[N:3]=1. (5) The reactants are [ClH:1].[C:2]1([C@@H:8]2[CH2:10][C@H:9]2[N:11]([CH2:19][CH2:20][CH:21]2[CH2:26][CH2:25][O:24][CH2:23][CH2:22]2)C(=O)OC(C)(C)C)[CH:7]=[CH:6][CH:5]=[CH:4][CH:3]=1. The catalyst is C(OCC)C. The product is [ClH:1].[C:2]1([C@@H:8]2[CH2:10][C@H:9]2[NH:11][CH2:19][CH2:20][CH:21]2[CH2:26][CH2:25][O:24][CH2:23][CH2:22]2)[CH:3]=[CH:4][CH:5]=[CH:6][CH:7]=1. The yield is 0.418. (6) The catalyst is CCO. The product is [CH3:1][O:2][C:3](=[O:21])[C:4]1[CH:9]=[CH:8][CH:7]=[CH:6][C:5]=1[S:10][C:11]1[CH:16]=[CH:15][C:14]([Cl:17])=[CH:13][C:12]=1[NH2:18]. The reactants are [CH3:1][O:2][C:3](=[O:21])[C:4]1[CH:9]=[CH:8][CH:7]=[CH:6][C:5]=1[S:10][C:11]1[CH:16]=[CH:15][C:14]([Cl:17])=[CH:13][C:12]=1[N+:18]([O-])=O.O.O.Cl[Sn]Cl. The yield is 0.700.